This data is from Full USPTO retrosynthesis dataset with 1.9M reactions from patents (1976-2016). The task is: Predict the reactants needed to synthesize the given product. (1) Given the product [CH2:27]([C:21]1[CH:20]=[C:19]([CH:24]=[CH:23][C:22]=1[CH2:25][CH3:26])[CH2:18][C@@H:2]([NH:1][C:49]([N:29]1[CH2:30][CH2:31][CH:32]([N:35]2[CH2:41][CH2:40][C:39]3[CH:42]=[CH:43][CH:44]=[CH:45][C:38]=3[NH:37][C:36]2=[O:46])[CH2:33][CH2:34]1)=[O:50])[C:3]([N:5]1[CH2:10][CH2:9][CH:8]([N:11]2[CH2:12][CH2:13][N:14]([CH3:17])[CH2:15][CH2:16]2)[CH2:7][CH2:6]1)=[O:4])[CH3:28], predict the reactants needed to synthesize it. The reactants are: [NH2:1][C@H:2]([CH2:18][C:19]1[CH:24]=[CH:23][C:22]([CH2:25][CH3:26])=[C:21]([CH2:27][CH3:28])[CH:20]=1)[C:3]([N:5]1[CH2:10][CH2:9][CH:8]([N:11]2[CH2:16][CH2:15][N:14]([CH3:17])[CH2:13][CH2:12]2)[CH2:7][CH2:6]1)=[O:4].[NH:29]1[CH2:34][CH2:33][CH:32]([N:35]2[CH2:41][CH2:40][C:39]3[CH:42]=[CH:43][CH:44]=[CH:45][C:38]=3[NH:37][C:36]2=[O:46])[CH2:31][CH2:30]1.C1C[O:50][CH2:49]C1. (2) Given the product [N:6]([C:5]1[CH:7]=[CH:8][C:2]([Cl:1])=[CH:3][CH:4]=1)=[N+:13]=[N-:14], predict the reactants needed to synthesize it. The reactants are: [Cl:1][C:2]1[CH:8]=[CH:7][C:5]([NH2:6])=[CH:4][CH:3]=1.N([O-])=O.[Na+].[N-:13]=[N+:14]=[N-].[Na+].